This data is from NCI-60 drug combinations with 297,098 pairs across 59 cell lines. The task is: Regression. Given two drug SMILES strings and cell line genomic features, predict the synergy score measuring deviation from expected non-interaction effect. (1) Drug 1: C1C(C(OC1N2C=C(C(=O)NC2=O)F)CO)O. Drug 2: C1CCC(C(C1)N)N.C(=O)(C(=O)[O-])[O-].[Pt+4]. Cell line: NCI-H522. Synergy scores: CSS=23.2, Synergy_ZIP=-0.469, Synergy_Bliss=0.641, Synergy_Loewe=3.75, Synergy_HSA=4.08. (2) Drug 1: CC1C(C(CC(O1)OC2CC(OC(C2O)C)OC3=CC4=CC5=C(C(=O)C(C(C5)C(C(=O)C(C(C)O)O)OC)OC6CC(C(C(O6)C)O)OC7CC(C(C(O7)C)O)OC8CC(C(C(O8)C)O)(C)O)C(=C4C(=C3C)O)O)O)O. Drug 2: N.N.Cl[Pt+2]Cl. Cell line: NCI-H522. Synergy scores: CSS=80.2, Synergy_ZIP=-2.24, Synergy_Bliss=-0.179, Synergy_Loewe=2.59, Synergy_HSA=2.77. (3) Drug 1: CC12CCC3C(C1CCC2O)C(CC4=C3C=CC(=C4)O)CCCCCCCCCS(=O)CCCC(C(F)(F)F)(F)F. Drug 2: CN(CC1=CN=C2C(=N1)C(=NC(=N2)N)N)C3=CC=C(C=C3)C(=O)NC(CCC(=O)O)C(=O)O. Cell line: HL-60(TB). Synergy scores: CSS=55.6, Synergy_ZIP=2.06, Synergy_Bliss=2.29, Synergy_Loewe=-11.3, Synergy_HSA=0.664. (4) Drug 1: CNC(=O)C1=CC=CC=C1SC2=CC3=C(C=C2)C(=NN3)C=CC4=CC=CC=N4. Drug 2: CC12CCC3C(C1CCC2=O)CC(=C)C4=CC(=O)C=CC34C. Cell line: M14. Synergy scores: CSS=12.7, Synergy_ZIP=2.27, Synergy_Bliss=4.22, Synergy_Loewe=-1.83, Synergy_HSA=1.07.